This data is from Full USPTO retrosynthesis dataset with 1.9M reactions from patents (1976-2016). The task is: Predict the reactants needed to synthesize the given product. (1) Given the product [C:1]([O:20][CH2:21][CH2:22][CH2:23][C:24]([OH:44])=[O:25])(=[O:19])[CH2:2][CH2:3][CH2:4][CH2:5][CH2:6][CH2:7][CH2:8]/[CH:9]=[CH:10]\[CH2:11]/[CH:12]=[CH:13]\[CH2:14][CH2:15][CH2:16][CH2:17][CH3:18], predict the reactants needed to synthesize it. The reactants are: [C:1]([O:20][CH2:21][CH2:22][CH2:23][CH2:24][OH:25])(=[O:19])[CH2:2][CH2:3][CH2:4][CH2:5][CH2:6][CH2:7][CH2:8]/[CH:9]=[CH:10]\[CH2:11]/[CH:12]=[CH:13]\[CH2:14][CH2:15][CH2:16][CH2:17][CH3:18].C(OCCO)(=[O:44])CCCCCCC/C=C\C/C=C\CCCCC.CC(C)=O.OS(O)(=O)=O.O=[Cr](=O)=O. (2) Given the product [S:41]([C:38]1[CH:39]=[CH:40][C:35]([CH3:45])=[CH:36][CH:37]=1)([OH:44])(=[O:43])=[O:42].[CH3:1][C@H:2]1[CH2:7][N:6]([C:8]2[CH:9]=[CH:10][C:11]([O:14][C:15]([F:17])([F:16])[F:18])=[CH:12][CH:13]=2)[CH2:5][C@@H:4]([CH3:19])[N:3]1[S:20]([C:23]1[CH:31]=[CH:30][CH:29]=[C:28]2[C:24]=1[CH2:25][C@@H:26]([C:32]([OH:34])=[O:33])[CH2:27]2)(=[O:21])=[O:22], predict the reactants needed to synthesize it. The reactants are: [CH3:1][C@H:2]1[CH2:7][N:6]([C:8]2[CH:13]=[CH:12][C:11]([O:14][C:15]([F:18])([F:17])[F:16])=[CH:10][CH:9]=2)[CH2:5][C@@H:4]([CH3:19])[N:3]1[S:20]([C:23]1[CH:31]=[CH:30][CH:29]=[C:28]2[C:24]=1[CH2:25][C@@H:26]([C:32]([OH:34])=[O:33])[CH2:27]2)(=[O:22])=[O:21].[C:35]1([CH3:45])[CH:40]=[CH:39][C:38]([S:41]([OH:44])(=[O:43])=[O:42])=[CH:37][CH:36]=1. (3) Given the product [CH2:1]([O:8][C:9]1[CH:10]=[C:11]2[C:16](=[CH:17][C:18]=1[O:27][CH2:26][CH2:25][O:24][CH3:23])[N:15]=[CH:14][C:13]([C:20]#[N:21])=[C:12]2[OH:22])[C:2]1[CH:7]=[CH:6][CH:5]=[CH:4][CH:3]=1, predict the reactants needed to synthesize it. The reactants are: [CH2:1]([O:8][C:9]1[CH:10]=[C:11]2[C:16](=[CH:17][C:18]=1F)[N:15]=[CH:14][C:13]([C:20]#[N:21])=[C:12]2[OH:22])[C:2]1[CH:7]=[CH:6][CH:5]=[CH:4][CH:3]=1.[CH3:23][O:24][CH2:25][CH2:26][OH:27]. (4) Given the product [Cl:1][C:2]1[CH:3]=[CH:4][C:5]([C:6]2[C:11]([C:12]3[CH:21]=[CH:20][C:19]4[C:14](=[CH:15][CH:16]=[C:17]([C:22]5[N:26]([CH:27]6[CH2:32][CH2:31][CH2:30][CH2:29][CH2:28]6)[C:25]6[CH:33]=[CH:34][C:35]([C:37]([OH:39])=[O:38])=[CH:36][C:24]=6[N:23]=5)[CH:18]=4)[N:13]=3)=[CH:10][C:9]([O:40][CH2:41][CH2:42][O:43][CH2:44][CH3:48])=[CH:8][CH:7]=2)=[CH:45][CH:46]=1, predict the reactants needed to synthesize it. The reactants are: [Cl:1][C:2]1[CH:46]=[CH:45][C:5]([C:6]2[C:11]([C:12]3[CH:21]=[CH:20][C:19]4[C:14](=[CH:15][CH:16]=[C:17]([C:22]5[N:26]([CH:27]6[CH2:32][CH2:31][CH2:30][CH2:29][CH2:28]6)[C:25]6[CH:33]=[CH:34][C:35]([C:37]([OH:39])=[O:38])=[CH:36][C:24]=6[N:23]=5)[CH:18]=4)[N:13]=3)=[CH:10][C:9]([O:40][CH2:41][CH2:42][O:43][CH3:44])=[CH:8][CH:7]=2)=[CH:4][CH:3]=1.Br[CH2:48]COCC.BrCCOC. (5) Given the product [OH:1][CH:2]([CH2:7][C:8]1[CH:13]=[CH:12][CH:11]=[CH:10][CH:9]=1)[C:3]([O:5][CH3:6])=[O:4], predict the reactants needed to synthesize it. The reactants are: [O:1]=[C:2]([CH2:7][C:8]1[CH:13]=[CH:12][CH:11]=[CH:10][CH:9]=1)[C:3]([O:5][CH3:6])=[O:4].[H][H]. (6) Given the product [CH2:29]([O:36][C:37]1[CH:42]=[CH:41][C:40]([C:2]2[N:7]=[CH:6][N:5]=[C:4]([NH:8][C@H:9]([C:17]([O:19][CH3:20])=[O:18])[CH2:10][C:11]3[CH:16]=[CH:15][CH:14]=[CH:13][CH:12]=3)[C:3]=2[CH:21]=[O:22])=[CH:39][CH:38]=1)[C:30]1[CH:35]=[CH:34][CH:33]=[CH:32][CH:31]=1, predict the reactants needed to synthesize it. The reactants are: Cl[C:2]1[N:7]=[CH:6][N:5]=[C:4]([NH:8][C@H:9]([C:17]([O:19][CH3:20])=[O:18])[CH2:10][C:11]2[CH:16]=[CH:15][CH:14]=[CH:13][CH:12]=2)[C:3]=1[CH:21]=[O:22].C(=O)([O-])[O-].[K+].[K+].[CH2:29]([O:36][C:37]1[CH:42]=[CH:41][C:40](B(O)O)=[CH:39][CH:38]=1)[C:30]1[CH:35]=[CH:34][CH:33]=[CH:32][CH:31]=1. (7) Given the product [CH3:24][C:21]1[CH:22]=[CH:23][C:18]([S:15]([N:5]([C@H:6]([C:12]([OH:14])=[O:13])[CH2:7][CH2:8][CH2:9][CH2:10][NH:11][C:44]([C@@H:33]([NH:32][C:30]([O:29][C:25]([CH3:26])([CH3:28])[CH3:27])=[O:31])[C@H:34]([O:35][CH2:36][C:37]2[CH:42]=[CH:41][CH:40]=[CH:39][CH:38]=2)[CH3:43])=[O:45])[CH2:1][CH:2]([CH3:3])[CH3:4])(=[O:17])=[O:16])=[CH:19][CH:20]=1, predict the reactants needed to synthesize it. The reactants are: [CH2:1]([N:5]([S:15]([C:18]1[CH:23]=[CH:22][C:21]([CH3:24])=[CH:20][CH:19]=1)(=[O:17])=[O:16])[C@H:6]([C:12]([OH:14])=[O:13])[CH2:7][CH2:8][CH2:9][CH2:10][NH2:11])[CH:2]([CH3:4])[CH3:3].[C:25]([O:29][C:30]([NH:32][C@H:33]([C:44](O)=[O:45])[C@@H:34]([CH3:43])[O:35][CH2:36][C:37]1[CH:42]=[CH:41][CH:40]=[CH:39][CH:38]=1)=[O:31])([CH3:28])([CH3:27])[CH3:26].